Predict the reaction yield, written as a fraction of the theoretical maximum amount of product (1.0 means a 100% yield; for example, 0.34 means a 34% yield). From a dataset of Reaction yield outcomes from USPTO patents with 853,638 reactions. (1) The reactants are [N:1]1(C(OC(C)(C)C)=O)[CH2:6][CH2:5][C:4]2([O:11][C:10]3[CH:12]=[CH:13][CH:14]=[CH:15][C:9]=3[N:8]3[CH:16]=[CH:17][CH:18]=[C:7]23)[CH2:3][CH2:2]1.C1(C)C=CC=CC=1.[ClH:33]. The catalyst is O1CCOCC1. The product is [ClH:33].[NH:1]1[CH2:2][CH2:3][C:4]2([O:11][C:10]3[CH:12]=[CH:13][CH:14]=[CH:15][C:9]=3[N:8]3[CH:16]=[CH:17][CH:18]=[C:7]23)[CH2:5][CH2:6]1. The yield is 0.760. (2) The reactants are [C:1]([O:5][C:6](=[O:61])[CH2:7][CH2:8][CH2:9][CH2:10][CH2:11][CH2:12][CH2:13][CH2:14][CH2:15][CH2:16][CH2:17][CH2:18][CH2:19][CH2:20][CH2:21][CH2:22][CH2:23][CH2:24][C:25](=[O:60])[NH:26][C@H:27]([C:53]([O:55][C:56]([CH3:59])([CH3:58])[CH3:57])=[O:54])[CH2:28][CH2:29][C:30](=[O:52])[NH:31][CH2:32][CH2:33][O:34][CH2:35][CH2:36][O:37][CH2:38][C:39](=[O:51])[NH:40][CH2:41][CH2:42][O:43][CH2:44][CH2:45][O:46][CH2:47][C:48]([OH:50])=[O:49])([CH3:4])([CH3:3])[CH3:2].[B-](F)(F)(F)F.CN(C(O[N:75]1[C:80](=[O:81])[CH2:79][CH2:78][C:76]1=[O:77])=[N+](C)C)C.CCN(C(C)C)C(C)C. The catalyst is C(#N)C. The product is [C:1]([O:5][C:6](=[O:61])[CH2:7][CH2:8][CH2:9][CH2:10][CH2:11][CH2:12][CH2:13][CH2:14][CH2:15][CH2:16][CH2:17][CH2:18][CH2:19][CH2:20][CH2:21][CH2:22][CH2:23][CH2:24][C:25](=[O:60])[NH:26][C@H:27]([C:53]([O:55][C:56]([CH3:59])([CH3:58])[CH3:57])=[O:54])[CH2:28][CH2:29][C:30](=[O:52])[NH:31][CH2:32][CH2:33][O:34][CH2:35][CH2:36][O:37][CH2:38][C:39](=[O:51])[NH:40][CH2:41][CH2:42][O:43][CH2:44][CH2:45][O:46][CH2:47][C:48]([O:50][N:75]1[C:80](=[O:81])[CH2:79][CH2:78][C:76]1=[O:77])=[O:49])([CH3:4])([CH3:2])[CH3:3]. The yield is 0.990. (3) The product is [CH3:20][C:19]1[C:14]([CH:10]2[CH2:11][CH2:12][CH2:13][CH:8]([C:3]3[C:2]([CH3:1])=[CH:7][CH:6]=[CH:5][N:4]=3)[N:9]2[CH2:21][C:22]2[CH:27]=[CH:26][CH:25]=[CH:24][C:23]=2[C:28](=[O:29])[CH3:33])=[N:15][CH:16]=[CH:17][CH:18]=1. The catalyst is C1COCC1. The yield is 0.910. The reactants are [CH3:1][C:2]1[C:3]([CH:8]2[CH2:13][CH2:12][CH2:11][CH:10]([C:14]3[C:19]([CH3:20])=[CH:18][CH:17]=[CH:16][N:15]=3)[N:9]2[CH2:21][C:22]2[CH:27]=[CH:26][CH:25]=[CH:24][C:23]=2[C:28]2([CH3:33])OCC[O:29]2)=[N:4][CH:5]=[CH:6][CH:7]=1.Cl. (4) The reactants are [CH:1]1([C:4](=[O:10])[CH2:5][C:6]([O:8][CH3:9])=[O:7])[CH2:3][CH2:2]1.[CH:11](OCC)(OCC)OCC.[Br:21][C:22]1[CH:28]=[CH:27][C:25]([NH2:26])=[CH:24][CH:23]=1. The catalyst is C(Cl)Cl. The product is [Br:21][C:22]1[CH:28]=[CH:27][C:25]([NH:26][CH:11]=[C:5]([C:4]([CH:1]2[CH2:3][CH2:2]2)=[O:10])[C:6]([O:8][CH3:9])=[O:7])=[CH:24][CH:23]=1. The yield is 0.550. (5) The reactants are [CH:1]([C:4]1[CH:9]=[CH:8][C:7]([CH:10]2[C:14]3[C:15]([CH3:31])=[C:16]([NH:21][CH2:22][C:23]4[CH:28]=[CH:27][C:26]([O:29][CH3:30])=[CH:25][CH:24]=4)[C:17]([CH3:20])=[C:18]([CH3:19])[C:13]=3[O:12][C:11]2([CH3:33])[CH3:32])=[CH:6][CH:5]=1)([CH3:3])[CH3:2].[CH3:34]I.O. The catalyst is CN(C)C=O. The product is [CH:1]([C:4]1[CH:5]=[CH:6][C:7]([CH:10]2[C:14]3[C:15]([CH3:31])=[C:16]([N:21]([CH2:22][C:23]4[CH:24]=[CH:25][C:26]([O:29][CH3:30])=[CH:27][CH:28]=4)[CH3:34])[C:17]([CH3:20])=[C:18]([CH3:19])[C:13]=3[O:12][C:11]2([CH3:33])[CH3:32])=[CH:8][CH:9]=1)([CH3:3])[CH3:2]. The yield is 0.690. (6) The reactants are [CH3:1][C@H:2]1[CH2:6][CH2:5][CH2:4][N:3]1[C:7]([C:9]1[N:17]2[C:12]([CH2:13][O:14][CH2:15][CH2:16]2)=[C:11]([C:18]([OH:20])=O)[CH:10]=1)=[O:8].ON1C2C=CC=CC=2N=N1.[C:31]1([C@H:37]([NH2:40])[CH2:38][CH3:39])[CH:36]=[CH:35][CH:34]=[CH:33][CH:32]=1.O. The catalyst is CN(C)C=O. The product is [C:31]1([C@H:37]([NH:40][C:18]([C:11]2[CH:10]=[C:9]([C:7]([N:3]3[CH2:4][CH2:5][CH2:6][C@@H:2]3[CH3:1])=[O:8])[N:17]3[CH2:16][CH2:15][O:14][CH2:13][C:12]=23)=[O:20])[CH2:38][CH3:39])[CH:36]=[CH:35][CH:34]=[CH:33][CH:32]=1. The yield is 0.670. (7) The reactants are N[CH2:2][C:3]([C:6]1[NH:7][C:8]2[C:13]([CH:14]=1)=[CH:12][C:11]([NH:15][C:16]([C:18]1([C:21]3[CH:29]=[CH:28][C:24]4[O:25][CH2:26][O:27][C:23]=4[CH:22]=3)[CH2:20][CH2:19]1)=[O:17])=[CH:10][CH:9]=2)(C)[CH3:4].C(=O)([O-])[O-].[K+].[K+].IC.O.[CH3:39][N:40]([CH:42]=O)[CH3:41]. No catalyst specified. The product is [O:25]1[C:24]2[CH:28]=[CH:29][C:21]([C:18]3([C:16]([NH:15][C:11]4[CH:12]=[C:13]5[C:8](=[CH:9][CH:10]=4)[NH:7][C:6]([C:3]([CH3:4])([CH3:2])[CH2:42][N:40]([CH3:39])[CH3:41])=[CH:14]5)=[O:17])[CH2:20][CH2:19]3)=[CH:22][C:23]=2[O:27][CH2:26]1. The yield is 0.330.